From a dataset of Full USPTO retrosynthesis dataset with 1.9M reactions from patents (1976-2016). Predict the reactants needed to synthesize the given product. (1) Given the product [CH:4]([NH2:3])([CH3:9])[CH3:5].[NH2:26][CH:27]1[CH2:28][CH2:29][N:30]([CH2:33][C:34]2([OH:48])[C:44]3=[C:45]4[C:40](=[CH:41][CH:42]=[C:43]3[F:46])[CH:39]=[CH:38][C:37](=[O:47])[N:36]4[CH2:35]2)[CH2:31][CH2:32]1, predict the reactants needed to synthesize it. The reactants are: Cl.Cl.[NH2:3][CH:4]1[CH2:9]CN(CC2(F)C3=C(F)C=NC4C=CC(=O)N(C=43)C2)C[CH2:5]1.[NH2:26][CH:27]1[CH2:32][CH2:31][N:30]([CH2:33][C:34]2([OH:48])[C:44]3=[C:45]4[C:40](=[CH:41][CH:42]=[C:43]3[F:46])[CH:39]=[CH:38][C:37](=[O:47])[N:36]4[CH2:35]2)[CH2:29][CH2:28]1. (2) Given the product [CH2:34]([O:36][C:37](=[O:49])[C:38]([O:41][C:42]1[CH:47]=[CH:46][C:45]([O:23][CH2:22][CH2:21][C:19]2[N:20]=[C:16]([C:7]3[CH:6]=[C:5]([C:1]([CH3:4])([CH3:2])[CH3:3])[C:10]([OH:11])=[C:9]([C:12]([CH3:14])([CH3:15])[CH3:13])[CH:8]=3)[O:17][CH:18]=2)=[CH:44][CH:43]=1)([CH3:40])[CH3:39])[CH3:35], predict the reactants needed to synthesize it. The reactants are: [C:1]([C:5]1[CH:6]=[C:7]([C:16]2[O:17][CH:18]=[C:19]([CH2:21][CH2:22][O:23]S(C3C=CC(C)=CC=3)(=O)=O)[N:20]=2)[CH:8]=[C:9]([C:12]([CH3:15])([CH3:14])[CH3:13])[C:10]=1[OH:11])([CH3:4])([CH3:3])[CH3:2].[CH2:34]([O:36][C:37](=[O:49])[C:38]([O:41][C:42]1[CH:47]=[CH:46][C:45](O)=[CH:44][CH:43]=1)([CH3:40])[CH3:39])[CH3:35].